This data is from Reaction yield outcomes from USPTO patents with 853,638 reactions. The task is: Predict the reaction yield, written as a fraction of the theoretical maximum amount of product (1.0 means a 100% yield; for example, 0.34 means a 34% yield). (1) The reactants are [CH:1]1([Mg]Br)[CH2:6][CH2:5][CH2:4][CH2:3][CH2:2]1.[CH3:9][O:10][C:11]1[CH:12]=[C:13]([N:17]2[CH:21]=[C:20]([CH:22]=[O:23])[C:19]([CH3:24])=[N:18]2)[CH:14]=[CH:15][CH:16]=1. The catalyst is O1CCCC1. The product is [CH:1]1([CH:22]([C:20]2[C:19]([CH3:24])=[N:18][N:17]([C:13]3[CH:14]=[CH:15][CH:16]=[C:11]([O:10][CH3:9])[CH:12]=3)[CH:21]=2)[OH:23])[CH2:6][CH2:5][CH2:4][CH2:3][CH2:2]1. The yield is 0.700. (2) The reactants are [C:1]([C:3]1[CH:10]=[CH:9][C:6]([C:7]#[N:8])=[CH:5][CH:4]=1)#[CH:2].[Cl:11][C:12]1[CH:17]=[CH:16][C:15](I)=[CH:14][CH:13]=1.N1CCC[C@H]1C(O)=O.O=C1O[C@H]([C@H](CO)O)C(O)=C1O.[N-:39]=[N+:40]=[N-:41].[Na+].[O-]S([O-])(=O)=O.[Na+].[Na+]. The catalyst is CS(C)=O.O.[O-]S([O-])(=O)=O.[Cu+2]. The product is [Cl:11][C:12]1[CH:17]=[CH:16][C:15]([N:39]2[CH:2]=[C:1]([C:3]3[CH:10]=[CH:9][C:6]([C:7]#[N:8])=[CH:5][CH:4]=3)[N:41]=[N:40]2)=[CH:14][CH:13]=1. The yield is 0.480. (3) The product is [N:26]([C:22]1[CH:21]=[C:20]([CH2:19][O:18][CH3:17])[N:25]=[CH:24][N:23]=1)=[C:1]=[S:2]. The yield is 0.490. The catalyst is ClCCl. The reactants are [C:1](N1C=CC=CC1=O)(N1C=CC=CC1=O)=[S:2].[CH3:17][O:18][CH2:19][C:20]1[N:25]=[CH:24][N:23]=[C:22]([NH2:26])[CH:21]=1.